Predict the product of the given reaction. From a dataset of Forward reaction prediction with 1.9M reactions from USPTO patents (1976-2016). (1) Given the reactants [CH2:1]([O:5][C:6]1[C:11]([F:12])=[C:10]([F:13])[CH:9]=[C:8]([F:14])[C:7]=1[F:15])[CH2:2][CH2:3][CH3:4].C([Li])CCC.CCCCCC.[C:27](=[O:29])=[O:28].Cl, predict the reaction product. The product is: [CH2:1]([O:5][C:6]1[C:7]([F:15])=[C:8]([F:14])[C:9]([C:27]([OH:29])=[O:28])=[C:10]([F:13])[C:11]=1[F:12])[CH2:2][CH2:3][CH3:4]. (2) Given the reactants [Cl:1][C:2]1[CH:17]=[CH:16][C:5]([O:6][C:7]2[CH:15]=[CH:14][C:10]([C:11](Cl)=[O:12])=[CH:9][CH:8]=2)=[C:4]([N+:18]([O-:20])=[O:19])[CH:3]=1.[CH2:21]([NH:23][CH2:24][CH3:25])[CH3:22], predict the reaction product. The product is: [Cl:1][C:2]1[CH:17]=[CH:16][C:5]([O:6][C:7]2[CH:15]=[CH:14][C:10]([C:11]([N:23]([CH2:24][CH3:25])[CH2:21][CH3:22])=[O:12])=[CH:9][CH:8]=2)=[C:4]([N+:18]([O-:20])=[O:19])[CH:3]=1. (3) Given the reactants Cl.Cl[C:3]1[N:12]=[C:11]([N:13]([C:15]2[CH:20]=[CH:19][C:18]([O:21][CH3:22])=[CH:17][CH:16]=2)[CH3:14])[C:10]2[C:5](=[CH:6][CH:7]=[CH:8][CH:9]=2)[N:4]=1.[NH2:23][C@H:24]([C:27]1[CH:32]=[CH:31][CH:30]=[CH:29][CH:28]=1)[CH2:25][OH:26].CCN(CC)CC, predict the reaction product. The product is: [CH3:22][O:21][C:18]1[CH:19]=[CH:20][C:15]([N:13]([CH3:14])[C:11]2[C:10]3[C:5](=[CH:6][CH:7]=[CH:8][CH:9]=3)[N:4]=[C:3]([NH:23][C@H:24]([C:27]3[CH:32]=[CH:31][CH:30]=[CH:29][CH:28]=3)[CH2:25][OH:26])[N:12]=2)=[CH:16][CH:17]=1. (4) Given the reactants [C:1]([Cl:4])(=O)C.Cl.[Cl:6][C:7]1[C:15]([NH:16][NH2:17])=[CH:14][CH:13]=[CH:12][C:8]=1[C:9]([OH:11])=[O:10], predict the reaction product. The product is: [ClH:4].[Cl:6][C:7]1[C:15]([NH:16][NH2:17])=[CH:14][CH:13]=[CH:12][C:8]=1[C:9]([O:11][CH3:1])=[O:10]. (5) Given the reactants [Cl:1][C:2]1[CH:3]=[C:4]([NH:23][C:24]([NH:26][C:27]2[C:32]([CH3:33])=[CH:31][C:30]([CH2:34][CH:35]=[CH2:36])=[CH:29][C:28]=2[CH3:37])=[O:25])[C:5]([C:8]([NH:10][C:11]2([C:19]([O:21][CH3:22])=[O:20])[CH2:18][CH2:17][CH2:16][CH2:15][CH2:14][CH2:13][CH2:12]2)=[O:9])=[N:6][CH:7]=1, predict the reaction product. The product is: [Cl:1][C:2]1[CH:3]=[C:4]([NH:23][C:24]([NH:26][C:27]2[C:28]([CH3:37])=[CH:29][C:30]([CH2:34][CH2:35][CH3:36])=[CH:31][C:32]=2[CH3:33])=[O:25])[C:5]([C:8]([NH:10][C:11]2([C:19]([O:21][CH3:22])=[O:20])[CH2:18][CH2:17][CH2:16][CH2:15][CH2:14][CH2:13][CH2:12]2)=[O:9])=[N:6][CH:7]=1. (6) Given the reactants [Br:1][C:2]1[C:3]([C:24]2[CH:29]=[CH:28][N:27]=[C:26]([N:30](C(OC(C)(C)C)=O)[CH3:31])[N:25]=2)=[C:4]([C:17]2[CH:22]=[CH:21][C:20]([F:23])=[CH:19][CH:18]=2)[N:5]([Si](C(C)C)(C(C)C)C(C)C)[CH:6]=1.O1CCCC1.O.C(=O)([O-])O.[Na+], predict the reaction product. The product is: [Br:1][C:2]1[C:3]([C:24]2[CH:29]=[CH:28][N:27]=[C:26]([NH:30][CH3:31])[N:25]=2)=[C:4]([C:17]2[CH:18]=[CH:19][C:20]([F:23])=[CH:21][CH:22]=2)[NH:5][CH:6]=1. (7) Given the reactants COC1C=CC(C[N:8](CC2C=CC(OC)=CC=2)[C:9]2[N:14]=[C:13]([C:15]3[C:16]([NH:33][C:34]4[CH:35]=[N:36][C:37]([O:40][CH3:41])=[CH:38][CH:39]=4)=[N:17][CH:18]=[C:19]([CH:21]([C:23]4[CH:28]=[CH:27][C:26]([S:29]([CH3:32])(=[O:31])=[O:30])=[CH:25][CH:24]=4)[CH3:22])[CH:20]=3)[N:12]=[C:11]([CH3:42])[N:10]=2)=CC=1, predict the reaction product. The product is: [CH3:41][O:40][C:37]1[N:36]=[CH:35][C:34]([NH:33][C:16]2[C:15]([C:13]3[N:12]=[C:11]([CH3:42])[N:10]=[C:9]([NH2:8])[N:14]=3)=[CH:20][C:19]([CH:21]([C:23]3[CH:28]=[CH:27][C:26]([S:29]([CH3:32])(=[O:30])=[O:31])=[CH:25][CH:24]=3)[CH3:22])=[CH:18][N:17]=2)=[CH:39][CH:38]=1. (8) Given the reactants O=[O+][O-].C([C:6](=[O:34])[C:7]([C@@H:9]([NH:14][C:15](=[O:33])[O:16][C@H:17]([CH2:21][C:22]1[O:23][C:24]([C:27]2[CH:32]=[CH:31][CH:30]=[CH:29][CH:28]=2)=[N:25][N:26]=1)[CH:18]([CH3:20])[CH3:19])[CH2:10][CH2:11][CH2:12][CH3:13])=[O:8])#N.[CH3:35][C@@H:36]([NH2:43])[C:37]1[CH:42]=[CH:41][CH:40]=[CH:39][CH:38]=1, predict the reaction product. The product is: [O:34]=[C:6]([NH:43][C@@H:36]([C:37]1[CH:42]=[CH:41][CH:40]=[CH:39][CH:38]=1)[CH3:35])[C:7]([C@@H:9]([NH:14][C:15](=[O:33])[O:16][C@H:17]([CH2:21][C:22]1[O:23][C:24]([C:27]2[CH:32]=[CH:31][CH:30]=[CH:29][CH:28]=2)=[N:25][N:26]=1)[CH:18]([CH3:20])[CH3:19])[CH2:10][CH2:11][CH2:12][CH3:13])=[O:8]. (9) Given the reactants [CH2:1]([O:8][C:9]1[CH:14]=[C:13]([O:15][CH3:16])[C:12](Br)=[CH:11][C:10]=1[O:18][Si:19]([C:22]([CH3:25])([CH3:24])[CH3:23])([CH3:21])[CH3:20])[C:2]1[CH:7]=[CH:6][CH:5]=[CH:4][CH:3]=1.C([Li])CCC.B(OCC)(OCC)OCC, predict the reaction product. The product is: [CH2:1]([O:8][C:9]1[C:10]([O:18][Si:19]([C:22]([CH3:23])([CH3:24])[CH3:25])([CH3:20])[CH3:21])=[CH:11][CH:12]=[C:13]([O:15][CH3:16])[CH:14]=1)[C:2]1[CH:3]=[CH:4][CH:5]=[CH:6][CH:7]=1. (10) Given the reactants Br[C:2]1[S:6][C:5]2[C:7]([Br:11])=[C:8](Br)[S:9][C:4]=2[C:3]=1[Br:12].[C:13]1([Li])[CH:18]=[CH:17][CH:16]=[CH:15][CH:14]=1.C([O:24][CH2:25][CH2:26][CH2:27][CH3:28])CCC.[C:29](Cl)(=[O:47])[CH2:30][CH2:31][CH2:32][CH2:33][CH2:34][CH2:35][CH2:36][CH2:37][CH2:38][CH2:39][CH2:40][CH2:41][CH2:42][CH2:43][CH2:44][CH2:45][CH3:46].O, predict the reaction product. The product is: [Br:12][C:3]1[C:4]2[S:9][C:8]([C:25](=[O:24])[CH2:26][CH2:27][CH2:28][CH2:29][CH2:30][CH2:31][CH2:32][CH2:33][CH2:34][CH2:35][CH2:36][CH2:14][CH2:15][CH2:16][CH2:17][CH2:18][CH3:13])=[C:7]([Br:11])[C:5]=2[S:6][C:2]=1[C:29](=[O:47])[CH2:30][CH2:31][CH2:32][CH2:33][CH2:34][CH2:35][CH2:36][CH2:37][CH2:38][CH2:39][CH2:40][CH2:41][CH2:42][CH2:43][CH2:44][CH2:45][CH3:46].